From a dataset of Forward reaction prediction with 1.9M reactions from USPTO patents (1976-2016). Predict the product of the given reaction. (1) Given the reactants [Br:1][C:2]1[CH:3]=[C:4]2[C:8](=[CH:9][CH:10]=1)[C:7](=[O:11])[CH2:6][CH2:5]2.C([O:16][N:17]=O)CCC, predict the reaction product. The product is: [Br:1][C:2]1[CH:3]=[C:4]2[C:8](=[CH:9][CH:10]=1)[C:7](=[O:11])[C:6](=[N:17][OH:16])[CH2:5]2. (2) Given the reactants [O:1]1[C:5]([C:6]2[CH:7]=[C:8]([NH:12][C:13]3[N:18]=[C:17]([C:19]4[C:20]([C:28]5[CH:29]=[C:30]([NH:34][C:35](=[O:42])[CH2:36][C:37]6[S:38][CH:39]=[CH:40][CH:41]=6)[CH:31]=[CH:32][CH:33]=5)=[N:21][N:22]5[CH:27]=[CH:26][CH:25]=[CH:24][C:23]=45)[CH:16]=[CH:15][N:14]=3)[CH:9]=[CH:10][CH:11]=2)=[CH:4][N:3]=[CH:2]1.[CH3:43]C1N=COC=1C1C=C(C=CC=1)N, predict the reaction product. The product is: [CH3:43][C:4]1[N:3]=[CH:2][O:1][C:5]=1[C:6]1[CH:7]=[C:8]([NH:12][C:13]2[N:18]=[C:17]([C:19]3[C:20]([C:28]4[CH:29]=[C:30]([NH:34][C:35](=[O:42])[CH2:36][C:37]5[S:38][CH:39]=[CH:40][CH:41]=5)[CH:31]=[CH:32][CH:33]=4)=[N:21][N:22]4[CH:27]=[CH:26][CH:25]=[CH:24][C:23]=34)[CH:16]=[CH:15][N:14]=2)[CH:9]=[CH:10][CH:11]=1. (3) Given the reactants CO.[CH2:3]([O:10][C:11]1[CH:16]=[CH:15][C:14]([CH2:17][C:18]([NH:20][NH2:21])=O)=[CH:13][CH:12]=1)[C:4]1[CH:9]=[CH:8][CH:7]=[CH:6][CH:5]=1.[NH2:22][C:23]1[C:28]([C:29]#[N:30])=[CH:27][CH:26]=[CH:25][N:24]=1.C[O-].[Na+].CO, predict the reaction product. The product is: [CH2:3]([O:10][C:11]1[CH:16]=[CH:15][C:14]([CH2:17][C:18]2[NH:30][C:29]([C:28]3[C:23]([NH2:22])=[N:24][CH:25]=[CH:26][CH:27]=3)=[N:21][N:20]=2)=[CH:13][CH:12]=1)[C:4]1[CH:9]=[CH:8][CH:7]=[CH:6][CH:5]=1. (4) Given the reactants Cl[C:2]1[CH:7]=[CH:6][C:5]([O:8][CH3:9])=[CH:4][CH:3]=1.[F:10][C:11]1[CH:17]=[CH:16][C:14]([NH2:15])=[CH:13][CH:12]=1.CC([O-])(C)C.[Na+].O(CCCC)CCCC, predict the reaction product. The product is: [F:10][C:11]1[CH:17]=[CH:16][C:14]([NH:15][C:2]2[CH:7]=[CH:6][C:5]([O:8][CH3:9])=[CH:4][CH:3]=2)=[CH:13][CH:12]=1. (5) The product is: [CH3:38][O:31][C:29]([C:25]1[CH:26]=[C:27]([CH3:28])[C:18]2[O:17][C:16]3[C:32]([Cl:34])=[CH:33][C:13]([N:12]4[CH2:11][CH2:10][N:1]([CH2:2][CH2:3][N:4]5[CH2:8][CH2:7][CH2:6][CH2:5]5)[CH2:36][CH2:35]4)=[CH:14][C:15]=3[CH2:21][S:20](=[O:23])(=[O:22])[C:19]=2[CH:24]=1)=[O:30]. Given the reactants [NH2:1][CH2:2][CH2:3][N:4]1[CH2:8][CH2:7][CH2:6][CH2:5]1.Cl[CH2:10][CH2:11][N:12]([CH2:35][CH2:36]Cl)[C:13]1[CH:33]=[C:32]([Cl:34])[C:16]2[O:17][C:18]3[C:27]([CH3:28])=[CH:26][C:25]([C:29]([OH:31])=[O:30])=[CH:24][C:19]=3[S:20](=[O:23])(=[O:22])[CH2:21][C:15]=2[CH:14]=1.[CH3:38]O, predict the reaction product. (6) Given the reactants [N+:1]([C:4]1[CH:9]=[CH:8][C:7]([N:10]2[CH2:14][CH2:13][CH2:12][C@@H:11]2[C:15]([OH:17])=O)=[CH:6][CH:5]=1)([O-:3])=[O:2].[CH3:18][N:19](C(ON1N=NC2C=CC=NC1=2)=[N+](C)C)C.F[P-](F)(F)(F)(F)F.CCN(C(C)C)C(C)C.CN, predict the reaction product. The product is: [CH3:18][NH:19][C:15]([C@H:11]1[CH2:12][CH2:13][CH2:14][N:10]1[C:7]1[CH:6]=[CH:5][C:4]([N+:1]([O-:3])=[O:2])=[CH:9][CH:8]=1)=[O:17].